Task: Predict the reaction yield, written as a fraction of the theoretical maximum amount of product (1.0 means a 100% yield; for example, 0.34 means a 34% yield).. Dataset: Reaction yield outcomes from USPTO patents with 853,638 reactions (1) The reactants are C([O:3][C:4](=O)[C:5]([N:8]1[C:16]2[C:11](=[N:12][CH:13]=[CH:14][CH:15]=2)[N:10]=[CH:9]1)([CH3:7])[CH3:6])C.[BH4-].[Na+]. The catalyst is C(O)C. The product is [N:8]1([C:5]([CH3:7])([CH3:6])[CH2:4][OH:3])[C:16]2[C:11](=[N:12][CH:13]=[CH:14][CH:15]=2)[N:10]=[CH:9]1. The yield is 0.920. (2) The product is [NH2:7][C@H:8]([C:11]1[CH:15]=[CH:14][S:13][CH:12]=1)[CH2:9][OH:10]. The catalyst is C(Cl)Cl. The yield is 0.840. The reactants are C(OC(=O)[NH:7][C@H:8]([C:11]1[CH:15]=[CH:14][S:13][CH:12]=1)[CH2:9][OH:10])(C)(C)C.C(O)(C(F)(F)F)=O. (3) The reactants are [CH3:1][O:2][C:3]1[CH:4]=[C:5]([C:18]#[N:19])[C:6]2[CH:7]=[N:8][N:9]([CH:12]3[CH2:17][CH2:16][CH2:15][CH2:14][O:13]3)[C:10]=2[CH:11]=1. The catalyst is N.[Ni]. The product is [CH3:1][O:2][C:3]1[CH:11]=[C:10]2[C:6]([CH:7]=[N:8][N:9]2[CH:12]2[CH2:17][CH2:16][CH2:15][CH2:14][O:13]2)=[C:5]([CH2:18][NH2:19])[CH:4]=1. The yield is 0.760. (4) The reactants are [N:1]([CH2:4][C@@:5]1([CH3:15])[O:9][B:8]([OH:10])[C:7]2[CH:11]=[CH:12][CH:13]=[CH:14][C:6]1=2)=[N+]=[N-].C1(P(C2C=CC=CC=2)C2C=CC=CC=2)C=CC=CC=1.[ClH:35]. The catalyst is C(#N)C. The product is [ClH:35].[NH2:1][CH2:4][C@@:5]1([CH3:15])[O:9][B:8]([OH:10])[C:7]2[CH:11]=[CH:12][CH:13]=[CH:14][C:6]1=2. The yield is 0.200. (5) The product is [Cl:22][C:23]1[N:24]=[CH:25][N:26]([C:28]2[CH:34]=[CH:33][C:31]([NH:32][C:2]3[N:11]=[C:10]([N:12]([CH2:14][CH3:15])[CH3:13])[C:9]4[CH2:8][CH2:7][CH2:6][CH:5]([C:16]5[CH:21]=[CH:20][CH:19]=[CH:18][CH:17]=5)[C:4]=4[N:3]=3)=[CH:30][C:29]=2[O:35][CH3:36])[CH:27]=1. The catalyst is C1COCC1. The yield is 0.335. The reactants are Cl[C:2]1[N:11]=[C:10]([N:12]([CH2:14][CH3:15])[CH3:13])[C:9]2[CH2:8][CH2:7][CH2:6][CH:5]([C:16]3[CH:21]=[CH:20][CH:19]=[CH:18][CH:17]=3)[C:4]=2[N:3]=1.[Cl:22][C:23]1[N:24]=[CH:25][N:26]([C:28]2[CH:34]=[CH:33][C:31]([NH2:32])=[CH:30][C:29]=2[O:35][CH3:36])[CH:27]=1.[H-].[Na+]. (6) The reactants are [F:1][C:2]1[C:7]2[N:8]=[CH:9][S:10][C:6]=2[CH:5]=[C:4](C(O)=O)[C:3]=1[NH:14][C:15]1[CH:20]=[CH:19][C:18]([I:21])=[CH:17][C:16]=1[F:22].C1C=CC(P(N=[N+]=[N-])(C2C=CC=CC=2)=[O:30])=CC=1.C([N:42]([CH2:45]C)CC)C. The catalyst is CC(O)(C)C. The product is [F:1][C:2]1[C:7]2[N:8]=[CH:9][S:10][C:6]=2[CH:5]=[C:4]2[NH:42][C:45](=[O:30])[N:14]([C:15]3[CH:20]=[CH:19][C:18]([I:21])=[CH:17][C:16]=3[F:22])[C:3]=12. The yield is 0.940.